Dataset: CYP2D6 inhibition data for predicting drug metabolism from PubChem BioAssay. Task: Regression/Classification. Given a drug SMILES string, predict its absorption, distribution, metabolism, or excretion properties. Task type varies by dataset: regression for continuous measurements (e.g., permeability, clearance, half-life) or binary classification for categorical outcomes (e.g., BBB penetration, CYP inhibition). Dataset: cyp2d6_veith. (1) The molecule is O=C(O)c1ccc(C(=O)Nc2cccc3ccccc23)c(C(=O)O)c1. The result is 0 (non-inhibitor). (2) The compound is C=CCn1cnc2scc(-c3ccccc3)c2c1=O. The result is 0 (non-inhibitor). (3) The compound is FC(F)(F)c1ccccc1-n1ccnc1. The result is 0 (non-inhibitor). (4) The drug is CN(C)CCNC(=O)Cn1nc(-c2ccc(Cl)cc2)ccc1=O. The result is 0 (non-inhibitor). (5) The drug is Cc1cc(NC(=O)COC(=O)c2ccc(S(=O)(=O)N3CCCc4ccccc43)cc2)no1. The result is 0 (non-inhibitor).